From a dataset of Catalyst prediction with 721,799 reactions and 888 catalyst types from USPTO. Predict which catalyst facilitates the given reaction. Reactant: [OH:1][C:2]1[CH:7]=[CH:6][C:5]([C@@H:8]([C:14]#[C:15][CH2:16][CH3:17])[CH2:9][C:10]([O:12][CH3:13])=[O:11])=[CH:4][CH:3]=1. Product: [OH:1][C:2]1[CH:3]=[CH:4][C:5]([C@H:8]([CH2:14][CH2:15][CH2:16][CH3:17])[CH2:9][C:10]([O:12][CH3:13])=[O:11])=[CH:6][CH:7]=1. The catalyst class is: 99.